This data is from Catalyst prediction with 721,799 reactions and 888 catalyst types from USPTO. The task is: Predict which catalyst facilitates the given reaction. Reactant: B(Br)(Br)Br.C[O:6][C:7]1[CH:8]=[C:9]([CH2:13][CH2:14][C:15]2[CH:20]=[CH:19][CH:18]=[C:17]([O:21]C)[CH:16]=2)[CH:10]=[CH:11][CH:12]=1. Product: [OH:6][C:7]1[CH:8]=[C:9]([CH2:13][CH2:14][C:15]2[CH:20]=[CH:19][CH:18]=[C:17]([OH:21])[CH:16]=2)[CH:10]=[CH:11][CH:12]=1. The catalyst class is: 2.